From a dataset of Catalyst prediction with 721,799 reactions and 888 catalyst types from USPTO. Predict which catalyst facilitates the given reaction. (1) Reactant: C(OC(=O)[NH:7][C@@H:8]([CH2:18][C:19]1[CH:24]=[CH:23][C:22]([O:25][CH2:26][C:27]#[CH:28])=[CH:21][CH:20]=1)[C:9]([NH:11][S:12]([CH:15]1[CH2:17][CH2:16]1)(=[O:14])=[O:13])=[O:10])(C)(C)C.Cl. Product: [NH2:7][C@@H:8]([CH2:18][C:19]1[CH:20]=[CH:21][C:22]([O:25][CH2:26][C:27]#[CH:28])=[CH:23][CH:24]=1)[C:9]([NH:11][S:12]([CH:15]1[CH2:17][CH2:16]1)(=[O:14])=[O:13])=[O:10]. The catalyst class is: 817. (2) Product: [F:17][C:18]1[CH:25]=[CH:24][CH:23]=[C:22]([F:26])[C:19]=1[CH2:20][O:1][C:2]1[CH:7]=[CH:6][C:5]([CH2:8][C:9]#[N:10])=[CH:4][CH:3]=1. The catalyst class is: 3. Reactant: [OH:1][C:2]1[CH:7]=[CH:6][C:5]([CH2:8][C:9]#[N:10])=[CH:4][CH:3]=1.C([O-])([O-])=O.[K+].[K+].[F:17][C:18]1[CH:25]=[CH:24][CH:23]=[C:22]([F:26])[C:19]=1[CH2:20]Br. (3) Reactant: [NH2:1][C:2]1[C:3]([NH:21][CH:22]2[CH2:26][CH2:25][CH2:24][CH2:23]2)=[N:4][C:5]([NH:8][C:9]2[CH:14]=[CH:13][C:12]([N:15]3[CH2:20][CH2:19][O:18][CH2:17][CH2:16]3)=[CH:11][CH:10]=2)=[N:6][CH:7]=1.[C:27](OCC)(=[O:33])[C:28](OCC)=[O:29]. Product: [CH:22]1([N:21]2[C:3]3[N:4]=[C:5]([NH:8][C:9]4[CH:14]=[CH:13][C:12]([N:15]5[CH2:16][CH2:17][O:18][CH2:19][CH2:20]5)=[CH:11][CH:10]=4)[N:6]=[CH:7][C:2]=3[NH:1][C:28](=[O:29])[C:27]2=[O:33])[CH2:26][CH2:25][CH2:24][CH2:23]1. The catalyst class is: 486. (4) Reactant: [Cl:1][C:2]1[CH:7]=[CH:6][C:5]([CH:8]2[C:10]3([C:18]4[C:13](=[CH:14][CH:15]=[CH:16][CH:17]=4)[NH:12][C:11]3=[O:19])[CH2:9]2)=[CH:4][CH:3]=1.ClC1C=[CH:25][C:24]([C@H:27]2[C@@:29]3(C4C(=CC=CC=4)N[C:30]3=[O:38])[CH2:28]2)=CC=1.[H-].[Na+].BrCC1CCOCC1. Product: [Cl:1][C:2]1[CH:3]=[CH:4][C:5]([C@H:8]2[C@@:10]3([C:18]4[C:13](=[CH:14][CH:15]=[CH:16][CH:17]=4)[N:12]([CH2:28][CH:27]4[CH2:29][CH2:30][O:38][CH2:25][CH2:24]4)[C:11]3=[O:19])[CH2:9]2)=[CH:6][CH:7]=1. The catalyst class is: 3. (5) Reactant: [CH2:1]([N:4]([CH2:32][CH2:33][CH3:34])[CH2:5][CH2:6][CH2:7][CH2:8][CH:9]1[CH2:17][C:16]2[C:11](=[CH:12][CH:13]=[C:14]([CH2:18][N:19]3C(=O)C4C(=CC=CC=4)C3=O)[CH:15]=2)[CH:10]1[O:30][CH3:31])[CH2:2][CH3:3].O.NN. Product: [NH2:19][CH2:18][C:14]1[CH:15]=[C:16]2[C:11](=[CH:12][CH:13]=1)[CH:10]([O:30][CH3:31])[CH:9]([CH2:8][CH2:7][CH2:6][CH2:5][N:4]([CH2:32][CH2:33][CH3:34])[CH2:1][CH2:2][CH3:3])[CH2:17]2. The catalyst class is: 5. (6) Product: [O:31]=[C:28]([CH3:27])[CH2:29][C:30]1[O:21][C:20](=[O:22])[C:19]2[CH:23]=[CH:24][CH:25]=[CH:26][C:18]=2[N:17]=1. The catalyst class is: 53. Reactant: ClC1C2C(=CC=CC=2)N=C2N(C)N=C(C)C=12.[NH2:17][C:18]1[CH:26]=[CH:25][CH:24]=[CH:23][C:19]=1[C:20]([OH:22])=[O:21].[CH2:27]=[C:28]1[O:31][C:30](=O)[CH2:29]1.C(OC(=O)C)(=O)C. (7) Reactant: Cl[C:2]1[CH:7]=[CH:6][C:5]([C:8]([F:11])([F:10])[F:9])=[CH:4][N:3]=1.[O:12]1CCO[CH:13]1[C:17]1[CH:18]=[C:19]([CH2:23][CH2:24][OH:25])[CH:20]=[CH:21][CH:22]=1.[H-].[Na+]. Product: [F:9][C:8]([F:11])([F:10])[C:5]1[CH:6]=[CH:7][C:2]([O:25][CH2:24][CH2:23][C:19]2[CH:18]=[C:17]([CH:22]=[CH:21][CH:20]=2)[CH:13]=[O:12])=[N:3][CH:4]=1. The catalyst class is: 3.